This data is from Forward reaction prediction with 1.9M reactions from USPTO patents (1976-2016). The task is: Predict the product of the given reaction. (1) Given the reactants [O:1]=[C:2]1[NH:6][C:5]([C:7]([N:9]2[CH2:14][CH2:13][N:12]([C:15]([O:17][C:18]([CH3:21])([CH3:20])[CH3:19])=[O:16])[CH2:11][CH2:10]2)=[O:8])=[C:4]([C:22]2[CH:27]=[CH:26][CH:25]=[CH:24][CH:23]=2)[N:3]1[CH:28]1[CH2:33][CH2:32][CH2:31][NH:30][CH2:29]1.[C:34](OC(=O)C)(=[O:36])[CH3:35], predict the reaction product. The product is: [C:34]([N:30]1[CH2:31][CH2:32][CH2:33][CH:28]([N:3]2[C:4]([C:22]3[CH:27]=[CH:26][CH:25]=[CH:24][CH:23]=3)=[C:5]([C:7]([N:9]3[CH2:10][CH2:11][N:12]([C:15]([O:17][C:18]([CH3:21])([CH3:20])[CH3:19])=[O:16])[CH2:13][CH2:14]3)=[O:8])[NH:6][C:2]2=[O:1])[CH2:29]1)(=[O:36])[CH3:35]. (2) The product is: [CH2:13]([O:19][C:20]1[CH:27]=[CH:26][C:23]([CH:24]=[C:2]2[CH2:3][C:4]3[C:9](=[CH:8][CH:7]=[CH:6][CH:5]=3)[C:1]2=[O:10])=[CH:22][CH:21]=1)[CH2:14][CH2:15][CH2:16][CH2:17][CH3:18]. Given the reactants [C:1]1(=[O:10])[C:9]2[C:4](=[CH:5][CH:6]=[CH:7][CH:8]=2)[CH2:3][CH2:2]1.[OH-].[Na+].[CH2:13]([O:19][C:20]1[CH:27]=[CH:26][C:23]([CH:24]=O)=[CH:22][CH:21]=1)[CH2:14][CH2:15][CH2:16][CH2:17][CH3:18], predict the reaction product. (3) The product is: [CH3:1][O:2][C:3]1[CH:4]=[C:5]2[C:10](=[CH:11][C:12]=1[O:13][CH3:14])[N:9]=[CH:8][CH:7]=[C:6]2[O:15][C:16]1[CH:22]=[CH:21][C:19]([NH:20][C:35]([NH:50][C@@H:48]([C:44]2[S:43][CH:47]=[CH:46][N:45]=2)[CH3:49])=[O:41])=[C:18]([F:23])[CH:17]=1. Given the reactants [CH3:1][O:2][C:3]1[CH:4]=[C:5]2[C:10](=[CH:11][C:12]=1[O:13][CH3:14])[N:9]=[CH:8][CH:7]=[C:6]2[O:15][C:16]1[CH:22]=[CH:21][C:19]([NH2:20])=[C:18]([F:23])[CH:17]=1.C(N(CC)CC)C.ClC(Cl)(O[C:35](=[O:41])OC(Cl)(Cl)Cl)Cl.[S:43]1[CH:47]=[CH:46][N:45]=[C:44]1[C@H:48]([NH2:50])[CH3:49], predict the reaction product. (4) Given the reactants II.C(=O)([O-])[O-].[K+].[K+].[CH3:9][O:10][C:11]1[N:16]=[C:15]([O:17][CH3:18])[C:14]([CH:19]=O)=[CH:13][N:12]=1.[Cl:21][C:22]1[CH:27]=[CH:26][C:25]([C:28]([NH2:40])([C:30]([C:33]2[CH:38]=[CH:37][C:36]([Cl:39])=[CH:35][CH:34]=2)([NH2:32])[CH3:31])[CH3:29])=[CH:24][CH:23]=1, predict the reaction product. The product is: [Cl:21][C:22]1[CH:27]=[CH:26][C:25]([C@@:28]2([CH3:29])[C@:30]([C:33]3[CH:34]=[CH:35][C:36]([Cl:39])=[CH:37][CH:38]=3)([CH3:31])[NH:32][C:19]([C:14]3[C:15]([O:17][CH3:18])=[N:16][C:11]([O:10][CH3:9])=[N:12][CH:13]=3)=[N:40]2)=[CH:24][CH:23]=1. (5) Given the reactants [OH-].[Na+].Cl.[NH2:4][C:5]([NH2:7])=[NH:6].[F:8][C:9]1[CH:27]=[CH:26][C:12]([CH:13]=[C:14]2[CH2:22][C:21]3[C:16](=[C:17]([O:23][CH3:24])[CH:18]=[CH:19][CH:20]=3)[C:15]2=O)=[CH:11][CH:10]=1, predict the reaction product. The product is: [F:8][C:9]1[CH:27]=[CH:26][C:12]([C:13]2[C:14]3[CH2:22][C:21]4[C:16](=[C:17]([O:23][CH3:24])[CH:18]=[CH:19][CH:20]=4)[C:15]=3[N:6]=[C:5]([NH2:7])[N:4]=2)=[CH:11][CH:10]=1. (6) Given the reactants [CH:1]1([N:4]([CH2:39][C:40]2[CH:45]=[C:44]([CH2:46][CH2:47][CH2:48][O:49][CH3:50])[CH:43]=[C:42]([O:51][CH2:52][C:53]([OH:56])([CH3:55])[CH3:54])[CH:41]=2)[C:5]([C@@H:7]2[C@@H:12]([C:13]3[CH:18]=[CH:17][C:16]([O:19][CH2:20][CH2:21][O:22][C:23]4[C:28]([Cl:29])=[CH:27][C:26]([CH3:30])=[CH:25][C:24]=4[Cl:31])=[CH:15][CH:14]=3)[CH2:11][CH2:10][N:9](C(OC(C)(C)C)=O)[CH2:8]2)=[O:6])[CH2:3][CH2:2]1.I[Si](C)(C)C.[F-].C([N+](CCCC)(CCCC)CCCC)CCC, predict the reaction product. The product is: [CH:1]1([N:4]([CH2:39][C:40]2[CH:45]=[C:44]([CH2:46][CH2:47][CH2:48][O:49][CH3:50])[CH:43]=[C:42]([O:51][CH2:52][C:53]([OH:56])([CH3:54])[CH3:55])[CH:41]=2)[C:5]([C@@H:7]2[C@@H:12]([C:13]3[CH:18]=[CH:17][C:16]([O:19][CH2:20][CH2:21][O:22][C:23]4[C:28]([Cl:29])=[CH:27][C:26]([CH3:30])=[CH:25][C:24]=4[Cl:31])=[CH:15][CH:14]=3)[CH2:11][CH2:10][NH:9][CH2:8]2)=[O:6])[CH2:2][CH2:3]1.